This data is from Forward reaction prediction with 1.9M reactions from USPTO patents (1976-2016). The task is: Predict the product of the given reaction. (1) Given the reactants [CH3:1][C:2]1([CH3:39])[C:11]2[C:6](=[CH:7][C:8]([NH:12][C:13](=[O:31])[C:14]3[CH:19]=[CH:18][CH:17]=[CH:16][C:15]=3[NH:20][CH:21]([C:23]3[CH:28]=[CH:27][N:26]=[C:25]([NH:29][CH3:30])[N:24]=3)[CH3:22])=[CH:9][CH:10]=2)[CH2:5][N:4](C(OC(C)(C)C)=O)[CH2:3]1.C(O)(C(F)(F)F)=O, predict the reaction product. The product is: [CH3:39][C:2]1([CH3:1])[C:11]2[C:6](=[CH:7][C:8]([NH:12][C:13](=[O:31])[C:14]3[CH:19]=[CH:18][CH:17]=[CH:16][C:15]=3[NH:20][CH:21]([C:23]3[CH:28]=[CH:27][N:26]=[C:25]([NH:29][CH3:30])[N:24]=3)[CH3:22])=[CH:9][CH:10]=2)[CH2:5][NH:4][CH2:3]1. (2) Given the reactants [CH2:1]([O:8][CH2:9][CH2:10][N:11]1[C:17](=[O:18])[C@@H:16]([NH:19][C:20](=[O:27])[C@@:21]([F:26])([CH3:25])[C:22](O)=[O:23])[C:15]2[CH:28]=[CH:29][CH:30]=[CH:31][C:14]=2[C:13]2[CH:32]=[CH:33][CH:34]=[CH:35][C:12]1=2)[C:2]1[CH:7]=[CH:6][CH:5]=[CH:4][CH:3]=1.[F:36][C:37]([F:45])([C:41]([F:44])([F:43])[F:42])[CH2:38][CH2:39][NH2:40], predict the reaction product. The product is: [CH2:1]([O:8][CH2:9][CH2:10][N:11]1[C:17](=[O:18])[C@@H:16]([NH:19][C:20](=[O:27])[C@@:21]([F:26])([CH3:25])[C:22]([NH:40][CH2:39][CH2:38][C:37]([F:45])([F:36])[C:41]([F:44])([F:43])[F:42])=[O:23])[C:15]2[CH:28]=[CH:29][CH:30]=[CH:31][C:14]=2[C:13]2[CH:32]=[CH:33][CH:34]=[CH:35][C:12]1=2)[C:2]1[CH:3]=[CH:4][CH:5]=[CH:6][CH:7]=1. (3) Given the reactants C[O:2][C:3]([C:5]1[S:30][C:8]2[N:9]=[CH:10][N:11]=[C:12]([NH:13][C:14]3[CH:19]=[CH:18][C:17]([F:20])=[CH:16][C:15]=3[O:21][C@@H:22]3[CH2:27][CH2:26][CH2:25][CH2:24][C@H:23]3[O:28][CH3:29])[C:7]=2[C:6]=1[CH3:31])=[O:4].[OH-].[Na+].C1COCC1.Cl, predict the reaction product. The product is: [F:20][C:17]1[CH:18]=[CH:19][C:14]([NH:13][C:12]2[C:7]3[C:6]([CH3:31])=[C:5]([C:3]([OH:4])=[O:2])[S:30][C:8]=3[N:9]=[CH:10][N:11]=2)=[C:15]([O:21][C@@H:22]2[CH2:27][CH2:26][CH2:25][CH2:24][C@H:23]2[O:28][CH3:29])[CH:16]=1. (4) Given the reactants [Cl:1][C:2]1[C:3]([F:41])=[C:4]([C@@H:8]2[C@:12]([C:15]3[CH:20]=[CH:19][C:18]([Cl:21])=[CH:17][C:16]=3[F:22])([C:13]#[N:14])[C@H:11]([CH2:23][C:24]([CH3:27])([CH3:26])[CH3:25])[NH:10][C@H:9]2[C:28]([NH:30][C:31]2[CH:40]=[CH:39][C:34]([C:35]([O:37]C)=[O:36])=[CH:33][CH:32]=2)=[O:29])[CH:5]=[CH:6][CH:7]=1.[CH:42](=O)[CH3:43].C(O[BH-](OC(=O)C)OC(=O)C)(=O)C.[Na+].CO, predict the reaction product. The product is: [Cl:1][C:2]1[C:3]([F:41])=[C:4]([C@@H:8]2[C@:12]([C:15]3[CH:20]=[CH:19][C:18]([Cl:21])=[CH:17][C:16]=3[F:22])([C:13]#[N:14])[C@H:11]([CH2:23][C:24]([CH3:27])([CH3:26])[CH3:25])[N:10]([CH2:42][CH3:43])[C@H:9]2[C:28]([NH:30][C:31]2[CH:40]=[CH:39][C:34]([C:35]([OH:37])=[O:36])=[CH:33][CH:32]=2)=[O:29])[CH:5]=[CH:6][CH:7]=1. (5) Given the reactants C(N(CC)CC)C.Br[C:9]([F:21])([F:20])[C:10]([O:12][CH2:13][C:14]1[CH:19]=[CH:18][CH:17]=[CH:16][CH:15]=1)=[O:11].[C:22]([NH:32][CH2:33][C:34](=[O:40])[CH2:35][CH2:36][C:37]([OH:39])=[O:38])([O:24][CH2:25][C:26]1[CH:31]=[CH:30][CH:29]=[CH:28][CH:27]=1)=[O:23], predict the reaction product. The product is: [C:22]([NH:32][CH2:33][C:34](=[O:40])[CH2:35][CH2:36][C:37]([O:39][C:9]([C:10]([O:12][CH2:13][C:14]1[CH:19]=[CH:18][CH:17]=[CH:16][CH:15]=1)=[O:11])([F:21])[F:20])=[O:38])([O:24][CH2:25][C:26]1[CH:31]=[CH:30][CH:29]=[CH:28][CH:27]=1)=[O:23]. (6) Given the reactants [Br:1][C:2]1[CH:10]=[CH:9][C:5]([C:6](O)=[O:7])=[C:4]([N+:11]([O-])=O)[CH:3]=1.[CH3:14][NH:15][CH:16]=O, predict the reaction product. The product is: [Br:1][C:2]1[CH:3]=[C:4]2[C:5]([C:6](=[O:7])[N:15]([CH3:16])[CH:14]=[N:11]2)=[CH:9][CH:10]=1. (7) Given the reactants [Br:1][C:2]1[CH:3]=[C:4]([NH:13][CH:14]2[CH2:18][CH2:17][CH2:16][CH2:15]2)[C:5]([CH3:12])=[C:6]([CH:11]=1)[C:7]([O:9][CH3:10])=[O:8].[C:19](=O)([O-])[O-].[Cs+].[Cs+].CI, predict the reaction product. The product is: [Br:1][C:2]1[CH:3]=[C:4]([N:13]([CH:14]2[CH2:18][CH2:17][CH2:16][CH2:15]2)[CH3:19])[C:5]([CH3:12])=[C:6]([CH:11]=1)[C:7]([O:9][CH3:10])=[O:8]. (8) Given the reactants C([O:5][C:6]([C:8]1[C:9]([N:26]([CH2:29][CH3:30])[CH2:27][CH3:28])=[N:10][C:11]2[C:16]([C:17]=1[C:18]1[CH:23]=[CH:22][CH:21]=[C:20]([Cl:24])[CH:19]=1)=[CH:15][C:14]([Cl:25])=[CH:13][CH:12]=2)=[O:7])(C)(C)C, predict the reaction product. The product is: [Cl:25][C:14]1[CH:15]=[C:16]2[C:11](=[CH:12][CH:13]=1)[N:10]=[C:9]([N:26]([CH2:27][CH3:28])[CH2:29][CH3:30])[C:8]([C:6]([OH:7])=[O:5])=[C:17]2[C:18]1[CH:23]=[CH:22][CH:21]=[C:20]([Cl:24])[CH:19]=1. (9) Given the reactants [CH2:1]([O:3][C:4](=[O:13])[CH2:5][CH2:6][C:7]1[CH:12]=[CH:11][CH:10]=[CH:9][CH:8]=1)[CH3:2].[O:14]=[C:15]([CH2:21][CH3:22])[C:16]([O:18][CH2:19][CH3:20])=[O:17], predict the reaction product. The product is: [CH2:19]([O:18][C:16](=[O:17])[C:15]([CH2:21][CH3:22])([OH:14])[CH:5]([CH2:6][C:7]1[CH:12]=[CH:11][CH:10]=[CH:9][CH:8]=1)[C:4]([O:3][CH2:1][CH3:2])=[O:13])[CH3:20]. (10) Given the reactants FC(F)(F)C(O)=O.[CH2:8]1[C:16]2[C:11](=[CH:12][CH:13]=[CH:14][CH:15]=2)[CH2:10][CH:9]1[NH:17][C:18]1[N:19]=[CH:20][C:21]2[CH2:26][N:25]([C:27](=[O:44])[CH2:28][N:29]([CH2:37][CH2:38][C:39]3[NH:43][N:42]=[N:41][CH:40]=3)C(=O)OC(C)(C)C)[CH2:24][C:22]=2[N:23]=1, predict the reaction product. The product is: [CH2:8]1[C:16]2[C:11](=[CH:12][CH:13]=[CH:14][CH:15]=2)[CH2:10][CH:9]1[NH:17][C:18]1[N:19]=[CH:20][C:21]2[CH2:26][N:25]([C:27](=[O:44])[CH2:28][NH:29][CH2:37][CH2:38][C:39]3[NH:43][N:42]=[N:41][CH:40]=3)[CH2:24][C:22]=2[N:23]=1.